Dataset: Experimentally validated miRNA-target interactions with 360,000+ pairs, plus equal number of negative samples. Task: Binary Classification. Given a miRNA mature sequence and a target amino acid sequence, predict their likelihood of interaction. (1) The miRNA is hsa-miR-665 with sequence ACCAGGAGGCUGAGGCCCCU. The protein sequence of the target gene is MDAVLACRLRGRGNRVAALRPRPRPGGSAGPSPFALLCAGLSPEPRAGVGSEFPAWFLGGSSQRRNMALLGSRAELEADEDVFEDALETISISSHSDMATSSLHFASCDTQQAPRQRGASTVSSSSSTKVDLKSGLEECAVALNLFLSNKFTDALELLRPWAKESMYHALGYSTIVVLQAVLTFEQQDIQNGISAMKDALQTCQKYRKKYTVVESFSSLLSRGSLEQLSEEEMHAEICYAECLLQKAALTFVQDENMINFIKGGLKIRTSYQIYKECLSILHEIQKNKLQQEFFYEFEGG.... Result: 1 (interaction). (2) The miRNA is mmu-miR-669e-5p with sequence UGUCUUGUGUGUGCAUGUUCAU. The protein sequence of the target gene is MHKKRVEEGEASDFSLAWDSSVTAAGGLEGEPECDQKTSRALEDRNSVTSQEERNEDDEDMEDESIYTCDHCQQDFESLADLTDHRAHRCPGDGDDDPQLSWVASSPSSKDVASPTQMIGDGCDLGLGEEEGGTGLPYPCQFCDKSFIRLSYLKRHEQIHSDKLPFKCTYCSRLFKHKRSRDRHIKLHTGDKKYHCHECEAAFSRSDHLKIHLKTHSSSKPFKCTVCKRGFSSTSSLQSHMQAHKKNKEHLAKSEKEAKKDDFMCDYCEDTFSQTEELEKHVLTRHPQLSEKADLQCIHC.... Result: 0 (no interaction). (3) The miRNA is hsa-miR-5692c with sequence AAUAAUAUCACAGUAGGUGUAC. The protein sequence of the target gene is MVGQMYCYPGSHLARALTRALALALVLALLVGPFLSGLAGAIPAPGGRWARDGQVPPASRSRSVLLDVSAGQLLMVDGRHPDAVAWANLTNAIRETGWAFLELGTSGQYNDSLQAYAAGVVEAAVSEELIYMHWMNTVVNYCGPFEYEVGYCERLKSFLEANLEWMQEEMESNPDSPYWHQVRLTLLQLKGLEDSYEGRVSFPAGKFTIKPLGFLLLQLSGDLEDLELALNKTKIKPSLGSGSCSALIKLLPGQSDLLVAHNTWNNYQHMLRVIKKYWLQFREGPWGDYPLVPGNKLVFS.... Result: 0 (no interaction). (4) The miRNA is hsa-miR-193a-3p with sequence AACUGGCCUACAAAGUCCCAGU. The protein sequence of the target gene is MAEIHNGGELCDFMENGEIFSEHSCLNAHMGTENTGDTYDCDEYGENFPMLHNSAPAGETLSVLNQCRKAFSLPPNVHQRTWIGDKSFEYSDCEEAFVDQSHLQANRITHNGETLYEQKQCGRAFTYSTSHAVSVKMHTVEKPYECKECGKFFRYSSYLNSHMRTHTGEKPYECKECGKCFTVSSHLVEHVRIHTGEKPYQCKECGRAFAGRSGLTKHVRIHTGEKPYECNECGKAYNRFYLLTEHFKTHTEEKPFECKVCGKSFRSSSCLKNHFRIHTGIKPYKCKECGKAFTVSSSLH.... Result: 0 (no interaction). (5) The miRNA is mmu-miR-100-3p with sequence ACAAGCUUGUGUCUAUAGGUAU. The protein sequence of the target gene is MFQAAGAAQATPSHEAKGSSGSSTVQRSKSFSLRAQVKETCAACQKTVYPMERLVADKLIFHNSCFCCKHCHTKLSLGSYAAMHGEFYCRPHFQQLFKSKGNYDEGFGRKQHKELWAHKEVDSGTKTA. Result: 0 (no interaction). (6) The miRNA is mmu-miR-136-5p with sequence ACUCCAUUUGUUUUGAUGAUGG. The protein sequence of the target gene is MKFTLGLGSRAWRVSWERAAAAAAGPGAGGALGSGSLRVSSRRGPRLARALPLCLSGGGGARALPDCAGPSPRRSGARQLAGPRAMEQTYGEVNQLGGVFVNGRPLPNAIRLRIVELAQLGIRPCDISRQLRVSHGCVSKILARYNETGSILPGAIGGSKPRVTTPNVVKHIRDYKQGDPGIFAWEIRDRLLADGVCDKYNVPSVSSISRILRNKIGSLAQPGPYEASKQPPPQPALPYNHIYQYPYPSPVSPTGTKMGTHPGVPGSAGHVSIPRSWPSAHSVSNILGIRTFMEQTGALA.... Result: 0 (no interaction).